This data is from Reaction yield outcomes from USPTO patents with 853,638 reactions. The task is: Predict the reaction yield, written as a fraction of the theoretical maximum amount of product (1.0 means a 100% yield; for example, 0.34 means a 34% yield). (1) The reactants are C(OC([NH:8][C@H:9]([C:11]([NH:13][CH:14]1[N:20]=[C:19]([C:21]2[CH:26]=[CH:25][CH:24]=[CH:23][CH:22]=2)[C:18]2[CH:27]=[CH:28][CH:29]=[CH:30][C:17]=2[N:16]([CH2:31][CH2:32][CH2:33][C:34]([F:37])([F:36])[F:35])[C:15]1=[O:38])=[O:12])[CH3:10])=O)(C)(C)C.C(O)(C(F)(F)F)=O.C(Cl)Cl. The product is [NH2:8][C@H:9]([C:11]([NH:13][CH:14]1[N:20]=[C:19]([C:21]2[CH:26]=[CH:25][CH:24]=[CH:23][CH:22]=2)[C:18]2[CH:27]=[CH:28][CH:29]=[CH:30][C:17]=2[N:16]([CH2:31][CH2:32][CH2:33][C:34]([F:37])([F:35])[F:36])[C:15]1=[O:38])=[O:12])[CH3:10]. The yield is 0.680. No catalyst specified. (2) The yield is 0.880. The product is [C:1]([O:2][NH:48][C:16]([C:29]1([C:32]2[CH:37]=[CH:36][CH:35]=[CH:34][CH:33]=2)[CH2:30][CH2:31][N:26]([CH2:19][C:20]2[CH:25]=[CH:24][CH:23]=[CH:22][CH:21]=2)[CH2:27][CH2:28]1)=[O:17])(=[O:4])[CH2:39][CH3:40]. The reactants are [C:1](=[O:4])([O-])[OH:2].[Na+].[N+](C1C=CC(O[C:16](Cl)=[O:17])=CC=1)([O-])=O.[CH2:19]([N:26]1[CH2:31][CH2:30][C:29](N)([C:32]2[CH:37]=[CH:36][CH:35]=[CH:34][CH:33]=2)[CH2:28][CH2:27]1)[C:20]1[CH:25]=[CH:24][CH:23]=[CH:22][CH:21]=1.[CH2:39](N(CC)CC)[CH3:40].C(#[N:48])C. The catalyst is ClCCl. (3) The reactants are Br[C:2]1[N:7]=[N:6][C:5]([NH2:8])=[N:4][C:3]=1[C:9]1[CH:14]=[CH:13][CH:12]=[CH:11][CH:10]=1.[CH3:15][C:16]1([CH3:22])[CH2:21][CH2:20][CH2:19][NH:18][CH2:17]1. No catalyst specified. The product is [CH3:15][C:16]1([CH3:22])[CH2:21][CH2:20][CH2:19][N:18]([C:2]2[N:7]=[N:6][C:5]([NH2:8])=[N:4][C:3]=2[C:9]2[CH:14]=[CH:13][CH:12]=[CH:11][CH:10]=2)[CH2:17]1. The yield is 0.100. (4) The yield is 0.860. The reactants are [C:1]([O:5][C:6]([N:8]([CH3:22])[CH2:9][CH2:10][C@H:11]1[CH2:16][CH2:15][C@H:14]([CH2:17][O:18]C(=O)C)[CH2:13][CH2:12]1)=[O:7])([CH3:4])([CH3:3])[CH3:2].C(=O)([O-])[O-].[K+].[K+]. The product is [C:1]([O:5][C:6](=[O:7])[N:8]([CH2:9][CH2:10][C@H:11]1[CH2:12][CH2:13][C@H:14]([CH2:17][OH:18])[CH2:15][CH2:16]1)[CH3:22])([CH3:2])([CH3:4])[CH3:3]. The catalyst is CO. (5) The reactants are Br[C:2]1[C:10]2[O:9][CH:8]=[CH:7][C:6]=2[CH:5]=[C:4]([O:11][CH3:12])[CH:3]=1.[CH3:13]B(O)O.C([O-])([O-])=O.[Cs+].[Cs+]. The catalyst is O1CCOCC1.O.C1C=CC(P(C2C=CC=CC=2)[C-]2C=CC=C2)=CC=1.C1C=CC(P(C2C=CC=CC=2)[C-]2C=CC=C2)=CC=1.Cl[Pd]Cl.[Fe+2]. The product is [CH3:12][O:11][C:4]1[CH:3]=[C:2]([CH3:13])[C:10]2[O:9][CH:8]=[CH:7][C:6]=2[CH:5]=1. The yield is 0.380. (6) The catalyst is C1COCC1. The product is [OH:8][C:9]1[CH:14]=[CH:13][C:12]([C:15](=[O:38])[CH:16]([CH3:37])[C:17](=[O:36])[CH2:18][CH2:19][C:20]2[CH:25]=[CH:24][C:23]([OH:26])=[C:22]([O:34][CH3:35])[CH:21]=2)=[CH:11][C:10]=1[O:39][CH3:40]. The reactants are [Si]([O:8][C:9]1[CH:14]=[CH:13][C:12]([C:15](=[O:38])[CH:16]([CH3:37])[C:17](=[O:36])[CH2:18][CH2:19][C:20]2[CH:25]=[CH:24][C:23]([O:26][Si](C(C)(C)C)(C)C)=[C:22]([O:34][CH3:35])[CH:21]=2)=[CH:11][C:10]=1[O:39][CH3:40])(C(C)(C)C)(C)C.[F-].C([N+](CCCC)(CCCC)CCCC)CCC. The yield is 0.670. (7) The reactants are [OH-:1].[Na+].[F:3][C:4]([F:20])([F:19])[O:5][C:6]1[CH:11]=[CH:10][C:9]([C:12]2[CH:13]=[C:14]([CH:17]=[O:18])[S:15][CH:16]=2)=[CH:8][CH:7]=1. The catalyst is C(O)C.[N+]([O-])([O-])=O.[Ag+]. The product is [F:20][C:4]([F:3])([F:19])[O:5][C:6]1[CH:7]=[CH:8][C:9]([C:12]2[CH:13]=[C:14]([C:17]([OH:1])=[O:18])[S:15][CH:16]=2)=[CH:10][CH:11]=1. The yield is 0.974. (8) The reactants are [NH:1]1[CH2:6][CH2:5][O:4][CH2:3][CH2:2]1.[C:7]1(=O)[CH2:10][CH2:9][CH2:8]1.[Si]([C:16]#[N:17])(C)(C)C.C([O-])([O-])=O.[K+].[K+]. The catalyst is C(Cl)Cl.C(O)(=O)C. The product is [O:4]1[CH2:5][CH2:6][N:1]([C:7]2([C:16]#[N:17])[CH2:10][CH2:9][CH2:8]2)[CH2:2][CH2:3]1. The yield is 0.760.